From a dataset of Full USPTO retrosynthesis dataset with 1.9M reactions from patents (1976-2016). Predict the reactants needed to synthesize the given product. (1) Given the product [OH:1][C@@H:2]1[C@H:18]2[C@@H:9]([CH2:10][CH2:11][C:12]3[C@:17]2([CH3:19])[CH2:16][CH2:15][C:14](=[O:20])[CH:13]=3)[C@H:8]2[C@@:4]([CH3:22])(/[C:5](=[N:30]\[OH:31])/[CH2:6][CH2:7]2)[CH2:3]1, predict the reactants needed to synthesize it. The reactants are: [OH:1][CH:2]1[CH:18]2[CH:9]([CH2:10][CH2:11][C:12]3[C:17]2([CH3:19])[CH2:16][CH2:15][C:14](=[O:20])[CH:13]=3)[CH:8]2[C:4]([CH3:22])([C:5](=O)[CH2:6][CH2:7]2)[CH2:3]1.N1C=CC=CC=1.Cl.[NH2:30][OH:31]. (2) Given the product [SH:21][C:20]1[N:19]=[C:14]([OH:16])[C:7]2[CH2:8][CH2:9][CH2:10][CH2:11][CH2:12][CH2:13][C:6]=2[N:22]=1, predict the reactants needed to synthesize it. The reactants are: CC[O-].[Na+].O=[C:6]1[CH2:13][CH2:12][CH2:11][CH2:10][CH2:9][CH2:8][CH:7]1[C:14]([O:16]CC)=O.[NH2:19][C:20]([NH2:22])=[S:21].Cl. (3) Given the product [Cl-:35].[C:23]([O:22][C:13]1[CH:12]=[C:11]([CH2:10][C@H:9]([NH3+:8])[C:27](=[O:29])[NH2:28])[CH:16]=[CH:15][C:14]=1[O:17][C:18](=[O:21])[CH2:19][CH3:20])(=[O:26])[CH2:24][CH3:25], predict the reactants needed to synthesize it. The reactants are: C(OC([NH:8][C@H:9]([C:27](=[O:29])[NH2:28])[CH2:10][C:11]1[CH:16]=[CH:15][C:14]([O:17][C:18](=[O:21])[CH2:19][CH3:20])=[C:13]([O:22][C:23](=[O:26])[CH2:24][CH3:25])[CH:12]=1)=O)(C)(C)C.CCOCC.[ClH:35].O1CCOCC1.